From a dataset of Forward reaction prediction with 1.9M reactions from USPTO patents (1976-2016). Predict the product of the given reaction. (1) Given the reactants Cl[C:2]1[C:7]([Cl:8])=[N:6][CH:5]=[CH:4][N:3]=1.[Cl:9][C:10]1[CH:15]=[CH:14][C:13](B(O)O)=[CH:12][CH:11]=1.[F-].[K+], predict the reaction product. The product is: [Cl:8][C:7]1[C:2]([C:13]2[CH:14]=[CH:15][C:10]([Cl:9])=[CH:11][CH:12]=2)=[N:3][CH:4]=[CH:5][N:6]=1. (2) Given the reactants [CH:1]([C:5]1[CH:18]=[CH:17][C:16]2[C:7](=[C:8]3[C:13](=[CH:14][CH:15]=2)[CH:12]=[CH:11][C:10](C(CC)C)=[N:9]3)[N:6]=1)([CH2:3]C)C.N1C2C(=CC=C3C=2N=CC=C3)C=[CH:25][CH:24]=1.C([Li])CCC, predict the reaction product. The product is: [CH2:1]([C:5]1[CH:18]=[CH:17][C:16]2[C:7](=[C:8]3[C:13](=[CH:14][CH:15]=2)[CH:12]=[CH:11][CH:10]=[N:9]3)[N:6]=1)[CH2:3][CH2:24][CH3:25]. (3) Given the reactants [CH3:1][O:2][CH2:3][C:4](Cl)=[O:5].[NH2:7][C:8]1[C:12]2[CH:13]=[N:14][C:15]([NH:17][C:18]([NH:20][C@@H:21]([C:23]3[CH:28]=[CH:27][CH:26]=[CH:25][CH:24]=3)[CH3:22])=[O:19])=[CH:16][C:11]=2[N:10]([C:29]([C:42]2[CH:47]=[CH:46][CH:45]=[CH:44][CH:43]=2)([C:36]2[CH:41]=[CH:40][CH:39]=[CH:38][CH:37]=2)[C:30]2[CH:35]=[CH:34][CH:33]=[CH:32][CH:31]=2)[N:9]=1.N1C=CC=CC=1.C(O)C(N)(CO)CO, predict the reaction product. The product is: [CH3:1][O:2][CH2:3][C:4]([NH:7][C:8]1[C:12]2[CH:13]=[N:14][C:15]([NH:17][C:18]([NH:20][C@@H:21]([C:23]3[CH:28]=[CH:27][CH:26]=[CH:25][CH:24]=3)[CH3:22])=[O:19])=[CH:16][C:11]=2[N:10]([C:29]([C:36]2[CH:41]=[CH:40][CH:39]=[CH:38][CH:37]=2)([C:30]2[CH:31]=[CH:32][CH:33]=[CH:34][CH:35]=2)[C:42]2[CH:43]=[CH:44][CH:45]=[CH:46][CH:47]=2)[N:9]=1)=[O:5]. (4) Given the reactants [C:1]([O:5][C:6](=[O:13])[NH:7][C:8]1[N:9]=[CH:10][S:11][CH:12]=1)([CH3:4])([CH3:3])[CH3:2].C[Si](C)(C)[N-][Si](C)(C)C.[Li+].[Cl:24][C:25]1[C:26]([F:36])=[CH:27][C:28]([F:35])=[C:29]([S:31](Cl)(=[O:33])=[O:32])[CH:30]=1.C(=O)=O.[Cl-].[NH4+], predict the reaction product. The product is: [Cl:24][C:25]1[C:26]([F:36])=[CH:27][C:28]([F:35])=[C:29]([S:31]([N:7]([C:8]2[N:9]=[CH:10][S:11][CH:12]=2)[C:6](=[O:13])[O:5][C:1]([CH3:4])([CH3:2])[CH3:3])(=[O:33])=[O:32])[CH:30]=1.